From a dataset of Forward reaction prediction with 1.9M reactions from USPTO patents (1976-2016). Predict the product of the given reaction. (1) Given the reactants [F:1][C:2]([F:42])([F:41])[C:3]1[CH:4]=[C:5]([C@H:13]2[O:17][C:16](=[O:18])[N:15]([CH2:19][C:20]3[C:25]([C:26]4[C:27]([O:33][CH3:34])=[N:28][CH:29]=[C:30](Cl)[CH:31]=4)=[CH:24][N:23]=[C:22]([N:35]4[CH2:38][CH:37]([F:39])[CH2:36]4)[N:21]=3)[C@H:14]2[CH3:40])[CH:6]=[C:7]([C:9]([F:12])([F:11])[F:10])[CH:8]=1.[CH3:43][C:44]1[C:48](B2OC(C)(C)C(C)(C)O2)=[C:47]([CH3:58])[NH:46][N:45]=1.P([O-])([O-])([O-])=O.[K+].[K+].[K+].[Cl-].[Na+].O.C(OCC)(=O)C, predict the reaction product. The product is: [F:1][C:2]([F:42])([F:41])[C:3]1[CH:4]=[C:5]([C@H:13]2[O:17][C:16](=[O:18])[N:15]([CH2:19][C:20]3[C:25]([C:26]4[C:27]([O:33][CH3:34])=[N:28][CH:29]=[C:30]([C:48]5[C:44]([CH3:43])=[N:45][NH:46][C:47]=5[CH3:58])[CH:31]=4)=[CH:24][N:23]=[C:22]([N:35]4[CH2:38][CH:37]([F:39])[CH2:36]4)[N:21]=3)[C@H:14]2[CH3:40])[CH:6]=[C:7]([C:9]([F:12])([F:11])[F:10])[CH:8]=1. (2) Given the reactants [CH3:1][C:2]1[C:7]([N+:8]([O-:10])=[O:9])=[CH:6][CH:5]=[CH:4][C:3]=1[O:11][CH3:12].[N+:13]([O-])([OH:15])=[O:14], predict the reaction product. The product is: [CH3:12][O:11][C:3]1[CH:4]=[CH:5][C:6]([N+:13]([O-:15])=[O:14])=[C:7]([N+:8]([O-:10])=[O:9])[C:2]=1[CH3:1]. (3) The product is: [ClH:18].[NH2:7][CH:8]([C:13]([F:16])([F:15])[F:14])[C:9]([CH3:11])([OH:12])[CH3:10]. Given the reactants C(OC(=O)[NH:7][CH:8]([C:13]([F:16])([F:15])[F:14])[C:9]([OH:12])([CH3:11])[CH3:10])(C)(C)C.[ClH:18], predict the reaction product. (4) Given the reactants C(O[CH:9]1[C:14](=[O:15])[NH:13][C:12]2[CH:16]=[CH:17][CH:18]=[C:19]([C:20](=[O:26])[CH:21](OCC)O)[C:11]=2[O:10]1)C1C=CC=CC=1.[F:27][C:28]1[CH:33]=[CH:32][C:31]([CH2:34][C:35]([NH2:38])([CH3:37])[CH3:36])=[C:30]([CH3:39])[CH:29]=1.Cl, predict the reaction product. The product is: [CH2:20]([O:26][C:17]1[CH:18]=[C:19]([CH:20]([OH:26])[CH2:21][NH:38][C:35]([CH3:36])([CH3:37])[CH2:34][C:31]2[CH:32]=[CH:33][C:28]([F:27])=[CH:29][C:30]=2[CH3:39])[C:11]2[O:10][CH2:9][C:14](=[O:15])[NH:13][C:12]=2[CH:16]=1)[C:19]1[CH:11]=[CH:12][CH:16]=[CH:17][CH:18]=1. (5) The product is: [NH:40]1[C:41]2[C:46](=[CH:45][CH:44]=[CH:43][CH:42]=2)[C:38]([CH2:33][CH2:34][NH:30][C:23]([N:18]2[CH2:17][CH2:16][CH:15]([CH2:14][CH2:13][NH:12][C:10](=[O:11])[CH2:9][O:8][CH2:7][C:6]3[CH:21]=[CH:22][C:3]([F:2])=[CH:4][CH:5]=3)[CH2:20][CH2:19]2)=[O:24])=[CH:39]1. Given the reactants Cl.[F:2][C:3]1[CH:22]=[CH:21][C:6]([CH2:7][O:8][CH2:9][C:10]([NH:12][CH2:13][CH2:14][CH:15]2[CH2:20][CH2:19][NH:18][CH2:17][CH2:16]2)=[O:11])=[CH:5][CH:4]=1.[C:23]([N:30]1[CH:34]=[CH:33]N=C1)(N1C=CN=C1)=[O:24].NCC[C:38]1[C:46]2[C:41](=[CH:42][CH:43]=[CH:44][CH:45]=2)[NH:40][CH:39]=1.C(N(CC)CC)C, predict the reaction product. (6) Given the reactants [C:1]([OH:9])(=[O:8])[C:2]1[CH:7]=[CH:6][CH:5]=[CH:4][CH:3]=1.O.[CH3:11]O, predict the reaction product. The product is: [CH3:11][O:8][C:1](=[O:9])[C:2]1[CH:7]=[CH:6][CH:5]=[CH:4][CH:3]=1.